This data is from Forward reaction prediction with 1.9M reactions from USPTO patents (1976-2016). The task is: Predict the product of the given reaction. Given the reactants [O:1]=[S:2]1(=[O:34])[C:7]2[CH:8]=[CH:9][CH:10]=[CH:11][C:6]=2[CH:5]([C:12]2[CH:33]=[CH:32][C:15]([C:16]([NH:18][C@@H:19]3[CH2:27][C@:22]4([O:26][CH2:25][CH2:24][CH2:23]4)[CH2:21][C@@H:20]3[C:28](OC)=[O:29])=[O:17])=[CH:14][CH:13]=2)[CH2:4][CH2:3]1.[C:35]([OH:41])([C:37]([F:40])([F:39])[F:38])=[O:36].Cl.[NH2:43][OH:44], predict the reaction product. The product is: [C:35]([OH:41])([C:37]([F:40])([F:39])[F:38])=[O:36].[O:34]=[S:2]1(=[O:1])[C:7]2[CH:8]=[CH:9][CH:10]=[CH:11][C:6]=2[CH:5]([C:12]2[CH:33]=[CH:32][C:15]([C:16]([NH:18][C@@H:19]3[CH2:27][C@:22]4([O:26][CH2:25][CH2:24][CH2:23]4)[CH2:21][C@@H:20]3[C:28]([NH:43][OH:44])=[O:29])=[O:17])=[CH:14][CH:13]=2)[CH2:4][CH2:3]1.